Task: Predict the reaction yield, written as a fraction of the theoretical maximum amount of product (1.0 means a 100% yield; for example, 0.34 means a 34% yield).. Dataset: Reaction yield outcomes from USPTO patents with 853,638 reactions (1) The reactants are [NH:1]1[CH2:6][CH2:5][CH:4]([NH:7][C:8](=[O:14])[O:9][C:10]([CH3:13])([CH3:12])[CH3:11])[CH2:3][CH2:2]1.Br[CH2:16][CH2:17][OH:18].C([O-])([O-])=O.[K+].[K+]. The catalyst is C(#N)C. The product is [OH:18][CH2:17][CH2:16][N:1]1[CH2:2][CH2:3][CH:4]([NH:7][C:8](=[O:14])[O:9][C:10]([CH3:11])([CH3:13])[CH3:12])[CH2:5][CH2:6]1. The yield is 0.940. (2) The reactants are [Cl:1][C:2]1[N:7]=[C:6](Cl)[C:5]([Cl:9])=[CH:4][N:3]=1.[CH3:10][NH:11][C:12](=[O:21])[C:13]1[CH:18]=[CH:17][CH:16]=[CH:15][C:14]=1[NH:19][CH3:20].C([O-])([O-])=O.[K+].[K+]. The catalyst is CN(C=O)C. The product is [Cl:1][C:2]1[N:7]=[C:6]([N:19]([CH3:20])[C:14]2[CH:15]=[CH:16][CH:17]=[CH:18][C:13]=2[C:12]([NH:11][CH3:10])=[O:21])[C:5]([Cl:9])=[CH:4][N:3]=1. The yield is 0.420. (3) The reactants are [C:1]([NH:8][CH:9]1[CH2:14][CH2:13][NH:12][CH2:11][CH2:10]1)([O:3][C:4]([CH3:7])([CH3:6])[CH3:5])=[O:2].C(N(CC)CC)C.Cl[C:23]([O:25][CH2:26][C:27]1[CH:32]=[CH:31][CH:30]=[CH:29][CH:28]=1)=[O:24].Cl. The catalyst is C(Cl)Cl. The product is [C:4]([O:3][C:1]([NH:8][CH:9]1[CH2:14][CH2:13][N:12]([C:23]([O:25][CH2:26][C:27]2[CH:32]=[CH:31][CH:30]=[CH:29][CH:28]=2)=[O:24])[CH2:11][CH2:10]1)=[O:2])([CH3:7])([CH3:6])[CH3:5]. The yield is 0.870. (4) The reactants are [H-].[H-].[H-].[H-].[Li+].[Al+3].[F:7][C:8]1[CH:16]=[N:15][CH:14]=[CH:13][C:9]=1[C:10](O)=[O:11]. The catalyst is C1COCC1. The product is [F:7][C:8]1[CH:16]=[N:15][CH:14]=[CH:13][C:9]=1[CH2:10][OH:11]. The yield is 0.460.